This data is from Reaction yield outcomes from USPTO patents with 853,638 reactions. The task is: Predict the reaction yield, written as a fraction of the theoretical maximum amount of product (1.0 means a 100% yield; for example, 0.34 means a 34% yield). The reactants are [CH3:1][NH2:2].[NH2:3][C@@H:4]([CH2:27][C:28]1[CH:29]=[N:30][C:31]([C:34]([F:37])([F:36])[F:35])=[CH:32][CH:33]=1)[CH2:5][NH:6][C:7]1[S:8][C:9]([C:16]2[CH:17]=[C:18]3[C:23](=[CH:24][CH:25]=2)[CH:22]=[N:21][C:20]([F:26])=[CH:19]3)=[C:10]([C:12](OC)=[O:13])[N:11]=1. The catalyst is CO. The product is [NH2:3][C@@H:4]([CH2:27][C:28]1[CH:29]=[N:30][C:31]([C:34]([F:37])([F:35])[F:36])=[CH:32][CH:33]=1)[CH2:5][NH:6][C:7]1[S:8][C:9]([C:16]2[CH:17]=[C:18]3[C:23](=[CH:24][CH:25]=2)[CH:22]=[N:21][C:20]([F:26])=[CH:19]3)=[C:10]([C:12]([NH:2][CH3:1])=[O:13])[N:11]=1. The yield is 0.700.